Dataset: Reaction yield outcomes from USPTO patents with 853,638 reactions. Task: Predict the reaction yield, written as a fraction of the theoretical maximum amount of product (1.0 means a 100% yield; for example, 0.34 means a 34% yield). (1) The reactants are [CH:1]1[C:13]2[NH:12][C:11]3[C:6](=[CH:7][CH:8]=[CH:9][CH:10]=3)[C:5]=2[CH:4]=[C:3]([C:14]([O:16][CH2:17][CH3:18])=[O:15])[CH:2]=1.Br[C:20]1[CH:25]=[CH:24][CH:23]=[CH:22][CH:21]=1.P([O-])([O-])([O-])=O.[K+].[K+].[K+].CN(C)CCN. The catalyst is [Cu](I)I.C(OCC)(=O)C.O.O1CCOCC1. The product is [C:20]1([N:12]2[C:13]3[CH:1]=[CH:2][C:3]([C:14]([O:16][CH2:17][CH3:18])=[O:15])=[CH:4][C:5]=3[C:6]3[C:11]2=[CH:10][CH:9]=[CH:8][CH:7]=3)[CH:25]=[CH:24][CH:23]=[CH:22][CH:21]=1. The yield is 0.600. (2) The reactants are [C:1]([O:5][C:6]([N:8]1[CH2:14][CH:13]2[CH:9]1[CH2:10][NH:11][CH2:12]2)=[O:7])([CH3:4])([CH3:3])[CH3:2].[Cl:15][C:16]1[CH:21]=[C:20]([Cl:22])[CH:19]=[CH:18][C:17]=1[CH2:23][N:24]=[C:25]=[O:26]. No catalyst specified. The product is [C:1]([O:5][C:6]([N:8]1[CH2:14][CH:13]2[CH:9]1[CH2:10][N:11]([C:25](=[O:26])[NH:24][CH2:23][C:17]1[CH:18]=[CH:19][C:20]([Cl:22])=[CH:21][C:16]=1[Cl:15])[CH2:12]2)=[O:7])([CH3:4])([CH3:2])[CH3:3]. The yield is 0.880. (3) The reactants are CN(C(ON1N=N[C:11]2[CH:12]=[CH:13][CH:14]=[N:15][C:10]1=2)=[N+](C)C)C.F[P-](F)(F)(F)(F)F.[N:25]1([C:32]2[N:37]=[C:36]([NH:38][CH3:39])[N:35]=[C:34]([NH:40][C@@H:41]3[CH2:46][CH2:45][C@H:44]([C:47](O)=[O:48])[CH2:43][CH2:42]3)[N:33]=2)[CH2:31][CH2:30][CH2:29][CH2:28][CH2:27][CH2:26]1.CCN([CH:56]([CH3:58])C)C(C)C.[F:59][C:60]([F:70])([F:69])C1C=CC=CC=1CN.CN(C=[O:75])C. The catalyst is CCOC(C)=O. The product is [N:25]1([C:32]2[N:37]=[C:36]([NH:38][CH3:39])[N:35]=[C:34]([NH:40][C@@H:41]3[CH2:46][CH2:45][C@H:44]([C:47]([NH:15][CH2:14][C:13]4[CH:12]=[CH:11][CH:10]=[CH:58][C:56]=4[O:75][C:60]([F:70])([F:69])[F:59])=[O:48])[CH2:43][CH2:42]3)[N:33]=2)[CH2:31][CH2:30][CH2:29][CH2:28][CH2:27][CH2:26]1. The yield is 0.570. (4) The reactants are Cl[CH2:2][CH2:3][CH2:4][O:5][C:6]1[CH:11]=[CH:10][C:9]([C:12]2[S:13][C:14]3[CH2:15][N:16]([C:21]([O:23][C:24]([CH3:27])([CH3:26])[CH3:25])=[O:22])[CH2:17][CH2:18][C:19]=3[N:20]=2)=[CH:8][CH:7]=1.C(=O)([O-])[O-].[K+].[K+].[I-].[Na+].[CH3:36][C@@H:37]1[CH2:41][CH2:40][CH2:39][NH:38]1. The catalyst is C(#N)C. The product is [CH3:36][C@@H:37]1[CH2:41][CH2:40][CH2:39][N:38]1[CH2:2][CH2:3][CH2:4][O:5][C:6]1[CH:11]=[CH:10][C:9]([C:12]2[S:13][C:14]3[CH2:15][N:16]([C:21]([O:23][C:24]([CH3:27])([CH3:26])[CH3:25])=[O:22])[CH2:17][CH2:18][C:19]=3[N:20]=2)=[CH:8][CH:7]=1. The yield is 0.860. (5) The reactants are [C:1]([O:5][C:6](=[O:20])[C:7]1[CH:12]=[CH:11][C:10]([F:13])=[CH:9][C:8]=1[NH:14][C@@H:15]([CH3:19])[CH2:16][O:17][CH3:18])([CH3:4])([CH3:3])[CH3:2].C(N(CC)CC)C.[F:28][C:29]([F:40])([F:39])[C:30](O[C:30](=[O:31])[C:29]([F:40])([F:39])[F:28])=[O:31]. The catalyst is ClCCl. The product is [C:1]([O:5][C:6](=[O:20])[C:7]1[CH:12]=[CH:11][C:10]([F:13])=[CH:9][C:8]=1[N:14]([C@@H:15]([CH3:19])[CH2:16][O:17][CH3:18])[C:30](=[O:31])[C:29]([F:40])([F:39])[F:28])([CH3:4])([CH3:3])[CH3:2]. The yield is 0.990. (6) The reactants are [CH2:1]([O:8][C:9](=[O:19])[CH2:10][C:11]1([C:16]([OH:18])=O)[CH2:15][CH2:14][CH2:13][CH2:12]1)[C:2]1[CH:7]=[CH:6][CH:5]=[CH:4][CH:3]=1.CCN=C=NCCCN(C)C.Cl.C1C=CC2N(O)N=NC=2C=1.[Cl:42][C:43]1[CH:44]=[C:45]([C:49]2[CH:54]=[CH:53][C:52]([CH2:55][C@@H:56]([C:58]3[NH:62][N:61]=[N:60][N:59]=3)[NH2:57])=[CH:51][CH:50]=2)[CH:46]=[CH:47][CH:48]=1. The catalyst is C1COCC1. The product is [Cl:42][C:43]1[CH:44]=[C:45]([C:49]2[CH:50]=[CH:51][C:52]([CH2:55][C@H:56]([NH:57][C:16]([C:11]3([CH2:10][C:9]([O:8][CH2:1][C:2]4[CH:3]=[CH:4][CH:5]=[CH:6][CH:7]=4)=[O:19])[CH2:12][CH2:13][CH2:14][CH2:15]3)=[O:18])[C:58]3[NH:62][N:61]=[N:60][N:59]=3)=[CH:53][CH:54]=2)[CH:46]=[CH:47][CH:48]=1. The yield is 0.390.